Dataset: Forward reaction prediction with 1.9M reactions from USPTO patents (1976-2016). Task: Predict the product of the given reaction. (1) Given the reactants [OH:1][C@H:2]1[C@@H:7]([OH:8])[C@H:6]([OH:9])[C@@H:5]([CH2:10][OH:11])[O:4][C@@H:3]1[C:12]1[CH:13]=[C:14]([C:18]2[CH:23]=[C:22]([C:24]([O:26]C)=[O:25])[CH:21]=[C:20]([C:28]([O:30]C)=[O:29])[CH:19]=2)[CH:15]=[CH:16][CH:17]=1.[Li+].[OH-].Cl, predict the reaction product. The product is: [OH:1][C@H:2]1[C@@H:7]([OH:8])[C@H:6]([OH:9])[C@@H:5]([CH2:10][OH:11])[O:4][C@@H:3]1[C:12]1[CH:13]=[C:14]([C:18]2[CH:23]=[C:22]([C:24]([OH:26])=[O:25])[CH:21]=[C:20]([C:28]([OH:30])=[O:29])[CH:19]=2)[CH:15]=[CH:16][CH:17]=1. (2) Given the reactants [C:1]([O:5][C:6]([NH:8][C@@:9]([C:21](=[O:23])[NH2:22])([CH2:15][C:16](OCC)=[O:17])[C:10]([O:12][CH2:13][CH3:14])=[O:11])=[O:7])([CH3:4])([CH3:3])[CH3:2].C(=O)([O-])[O-].[K+].[K+].Cl, predict the reaction product. The product is: [C:1]([O:5][C:6]([NH:8][C@:9]1([C:10]([O:12][CH2:13][CH3:14])=[O:11])[CH2:15][C:16](=[O:17])[NH:22][C:21]1=[O:23])=[O:7])([CH3:4])([CH3:3])[CH3:2]. (3) Given the reactants [Cl:1][C:2]1[CH:3]=[C:4]([NH:22][C:23](=[O:28])[CH2:24][C:25]([OH:27])=[O:26])[CH:5]=[C:6]([CH3:21])[C:7]=1[O:8][C:9]1[CH:10]=[C:11]2[C:15](=[CH:16][CH:17]=1)[NH:14][CH:13]=[C:12]2[CH:18]([CH3:20])[CH3:19].C[O-].[Mg+2:31].C[O-], predict the reaction product. The product is: [Cl:1][C:2]1[CH:3]=[C:4]([NH:22][C:23](=[O:28])[CH2:24][C:25]([O-:27])=[O:26])[CH:5]=[C:6]([CH3:21])[C:7]=1[O:8][C:9]1[CH:10]=[C:11]2[C:15](=[CH:16][CH:17]=1)[NH:14][CH:13]=[C:12]2[CH:18]([CH3:19])[CH3:20].[Cl:1][C:2]1[CH:3]=[C:4]([NH:22][C:23](=[O:28])[CH2:24][C:25]([O-:27])=[O:26])[CH:5]=[C:6]([CH3:21])[C:7]=1[O:8][C:9]1[CH:10]=[C:11]2[C:15](=[CH:16][CH:17]=1)[NH:14][CH:13]=[C:12]2[CH:18]([CH3:19])[CH3:20].[Mg+2:31]. (4) Given the reactants [CH3:1][C:2]1([CH3:10])[O:6][C@H:5]([CH2:7][CH2:8][OH:9])[CH2:4][O:3]1.O[N:12]1C(=O)C2C(=CC=CC=2)C1=O.C1(P(C2C=CC=CC=2)C2C=CC=CC=2)C=CC=CC=1.CC(OC(/N=N/C(OC(C)C)=O)=O)C.O.NN, predict the reaction product. The product is: [CH3:1][C:2]1([CH3:10])[O:6][C@H:5]([CH2:7][CH2:8][O:9][NH2:12])[CH2:4][O:3]1. (5) Given the reactants Br[CH2:2][C:3]([O:5][C:6]([CH3:14])([CH3:13])[CH2:7][O:8][CH2:9][CH2:10][O:11][CH3:12])=[O:4].[C:15]([N:17]=[C:18]([O:27][CH3:28])[NH:19][C:20]1[CH:25]=[CH:24][C:23]([F:26])=[CH:22][CH:21]=1)#[N:16].C(=O)([O-])[O-].[K+].[K+].C[O-].[Na+], predict the reaction product. The product is: [NH2:16][C:15]1[N:17]=[C:18]([O:27][CH3:28])[N:19]([C:20]2[CH:25]=[CH:24][C:23]([F:26])=[CH:22][CH:21]=2)[C:2]=1[C:3]([O:5][C:6]([CH3:14])([CH3:13])[CH2:7][O:8][CH2:9][CH2:10][O:11][CH3:12])=[O:4]. (6) Given the reactants FC(F)(F)C(O)=O.[NH2:8][C@@H:9]1[CH2:13][CH2:12][N:11]([C:14]2[N:22]=[C:21]3[C:17]([N:18]=[CH:19][N:20]3[C@H:23]3[C@H:27]([OH:28])[C@H:26]([OH:29])[C@@H:25]([C:30]4[N:31]=[N:32][N:33]([CH2:35][CH3:36])[N:34]=4)[O:24]3)=[C:16]([NH:37][CH2:38][CH:39]([C:46]3[CH:51]=[CH:50][CH:49]=[CH:48][CH:47]=3)[C:40]3[CH:45]=[CH:44][CH:43]=[CH:42][CH:41]=3)[N:15]=2)[CH2:10]1.[CH3:52][O:53][C:54]1[C:55](=O)[C:56](=[O:60])[C:57]=1[O:58]C, predict the reaction product. The product is: [C:40]1([CH:39]([C:46]2[CH:47]=[CH:48][CH:49]=[CH:50][CH:51]=2)[CH2:38][NH:37][C:16]2[N:15]=[C:14]([N:11]3[CH2:12][CH2:13][C@@H:9]([NH:8][C:55]4[C:56](=[O:60])[C:57](=[O:58])[C:54]=4[O:53][CH3:52])[CH2:10]3)[N:22]=[C:21]3[C:17]=2[N:18]=[CH:19][N:20]3[C@H:23]2[C@H:27]([OH:28])[C@H:26]([OH:29])[C@@H:25]([C:30]3[N:31]=[N:32][N:33]([CH2:35][CH3:36])[N:34]=3)[O:24]2)[CH:41]=[CH:42][CH:43]=[CH:44][CH:45]=1. (7) Given the reactants C(OC([N:8]1[CH2:17][CH2:16][C:15]2[C:11](=[C:12](OS(C(F)(F)F)(=O)=O)[N:13]([C:18]3[CH:23]=[CH:22][CH:21]=[CH:20][CH:19]=3)[N:14]=2)[CH2:10][CH2:9]1)=O)(C)(C)C.[F:32][C:33]1[CH:38]=[CH:37][C:36](B(O)O)=[CH:35][CH:34]=1, predict the reaction product. The product is: [F:32][C:33]1[CH:38]=[CH:37][C:36]([C:12]2[N:13]([C:18]3[CH:19]=[CH:20][CH:21]=[CH:22][CH:23]=3)[N:14]=[C:15]3[C:11]=2[CH2:10][CH2:9][NH:8][CH2:17][CH2:16]3)=[CH:35][CH:34]=1. (8) Given the reactants [NH2:1][C:2]([NH2:4])=[S:3].[C:5]([O:9][C:10]([N:12]1[CH2:17][CH2:16][CH:15]([C:18](=O)[CH2:19]Br)[CH2:14][CH2:13]1)=[O:11])([CH3:8])([CH3:7])[CH3:6].C(=O)([O-])[O-].[Na+].[Na+], predict the reaction product. The product is: [C:5]([O:9][C:10]([N:12]1[CH2:17][CH2:16][CH:15]([C:18]2[N:1]=[C:2]([NH2:4])[S:3][CH:19]=2)[CH2:14][CH2:13]1)=[O:11])([CH3:8])([CH3:7])[CH3:6].